This data is from Tyrosyl-DNA phosphodiesterase HTS with 341,365 compounds. The task is: Binary Classification. Given a drug SMILES string, predict its activity (active/inactive) in a high-throughput screening assay against a specified biological target. (1) The compound is O(c1c(c(c(O)c(c1)C)C(O)=O)C)C(=O)c1c(cc(OC)c(c1O)C=O)C. The result is 1 (active). (2) The compound is S(=O)(=O)(NC1CCCCC1)c1ccc(NC(=O)C(Sc2sc(nn2)C)C)cc1. The result is 0 (inactive). (3) The compound is S1(=O)(=O)CC(N(Cc2occc2)C(=O)COc2c([N+]([O-])=O)cccc2)CC1. The result is 0 (inactive). (4) The drug is FC(F)(F)Oc1ccc(NC(=O)/C=C\C(O)=O)cc1. The result is 0 (inactive). (5) The molecule is s1c2CC(CCc2c(c1NC(=O)c1nn2c(cc(nc2n1)C)C(F)F)C#N)C. The result is 0 (inactive). (6) The molecule is O=C1N(C(C2C1C(CC=C2)C)c1c(OC)ccc(c1)/C=C\CCCCCC)Cc1ccccc1. The result is 0 (inactive). (7) The molecule is Brc1c(=O)n(ncc1Br)COC(=O)c1ccc(F)cc1. The result is 0 (inactive). (8) The result is 0 (inactive). The compound is S(c1n(Cc2ccccc2)c(nn1)c1oc2c(c1)cccc2)CC(=O)N. (9) The drug is O=C1C(=C(\NC2CC2)C)/C(=O)c2c1cccc2. The result is 0 (inactive).